This data is from NCI-60 drug combinations with 297,098 pairs across 59 cell lines. The task is: Regression. Given two drug SMILES strings and cell line genomic features, predict the synergy score measuring deviation from expected non-interaction effect. (1) Drug 1: CC(C)(C#N)C1=CC(=CC(=C1)CN2C=NC=N2)C(C)(C)C#N. Drug 2: CCCCCOC(=O)NC1=NC(=O)N(C=C1F)C2C(C(C(O2)C)O)O. Cell line: UO-31. Synergy scores: CSS=-2.27, Synergy_ZIP=-0.0307, Synergy_Bliss=-2.84, Synergy_Loewe=-5.36, Synergy_HSA=-5.21. (2) Drug 1: C1CC(=O)NC(=O)C1N2CC3=C(C2=O)C=CC=C3N. Drug 2: CC(C)NC(=O)C1=CC=C(C=C1)CNNC.Cl. Cell line: SK-MEL-2. Synergy scores: CSS=5.55, Synergy_ZIP=6.92, Synergy_Bliss=5.77, Synergy_Loewe=1.84, Synergy_HSA=1.82. (3) Drug 1: CC1C(C(CC(O1)OC2CC(CC3=C2C(=C4C(=C3O)C(=O)C5=C(C4=O)C(=CC=C5)OC)O)(C(=O)CO)O)N)O.Cl. Drug 2: CCN(CC)CCCC(C)NC1=C2C=C(C=CC2=NC3=C1C=CC(=C3)Cl)OC. Cell line: UO-31. Synergy scores: CSS=7.91, Synergy_ZIP=-2.01, Synergy_Bliss=-0.0419, Synergy_Loewe=-0.456, Synergy_HSA=-0.0419. (4) Drug 1: C1=CN(C(=O)N=C1N)C2C(C(C(O2)CO)O)O.Cl. Drug 2: C1=CC=C(C(=C1)C(C2=CC=C(C=C2)Cl)C(Cl)Cl)Cl. Cell line: SF-539. Synergy scores: CSS=16.3, Synergy_ZIP=-1.04, Synergy_Bliss=4.42, Synergy_Loewe=-16.1, Synergy_HSA=-1.27. (5) Drug 1: CN1CCC(CC1)COC2=C(C=C3C(=C2)N=CN=C3NC4=C(C=C(C=C4)Br)F)OC. Drug 2: CC1=C(N=C(N=C1N)C(CC(=O)N)NCC(C(=O)N)N)C(=O)NC(C(C2=CN=CN2)OC3C(C(C(C(O3)CO)O)O)OC4C(C(C(C(O4)CO)O)OC(=O)N)O)C(=O)NC(C)C(C(C)C(=O)NC(C(C)O)C(=O)NCCC5=NC(=CS5)C6=NC(=CS6)C(=O)NCCC[S+](C)C)O. Cell line: SR. Synergy scores: CSS=42.7, Synergy_ZIP=-7.12, Synergy_Bliss=-15.3, Synergy_Loewe=-36.4, Synergy_HSA=-15.2.